This data is from NCI-60 drug combinations with 297,098 pairs across 59 cell lines. The task is: Regression. Given two drug SMILES strings and cell line genomic features, predict the synergy score measuring deviation from expected non-interaction effect. (1) Drug 2: C1=CC(=CC=C1CCC2=CNC3=C2C(=O)NC(=N3)N)C(=O)NC(CCC(=O)O)C(=O)O. Drug 1: CN1CCC(CC1)COC2=C(C=C3C(=C2)N=CN=C3NC4=C(C=C(C=C4)Br)F)OC. Cell line: ACHN. Synergy scores: CSS=24.7, Synergy_ZIP=-9.12, Synergy_Bliss=-7.67, Synergy_Loewe=-5.09, Synergy_HSA=-2.88. (2) Drug 1: CC1=C(C=C(C=C1)NC2=NC=CC(=N2)N(C)C3=CC4=NN(C(=C4C=C3)C)C)S(=O)(=O)N.Cl. Drug 2: C1=CC(=CC=C1CCC2=CNC3=C2C(=O)NC(=N3)N)C(=O)NC(CCC(=O)O)C(=O)O. Cell line: HCC-2998. Synergy scores: CSS=24.2, Synergy_ZIP=7.29, Synergy_Bliss=3.52, Synergy_Loewe=-15.2, Synergy_HSA=-3.91. (3) Drug 1: C1CN(CCN1C(=O)CCBr)C(=O)CCBr. Drug 2: C(CN)CNCCSP(=O)(O)O. Cell line: NCI-H460. Synergy scores: CSS=67.5, Synergy_ZIP=12.2, Synergy_Bliss=9.00, Synergy_Loewe=-18.2, Synergy_HSA=7.40. (4) Drug 1: CNC(=O)C1=CC=CC=C1SC2=CC3=C(C=C2)C(=NN3)C=CC4=CC=CC=N4. Drug 2: CNC(=O)C1=NC=CC(=C1)OC2=CC=C(C=C2)NC(=O)NC3=CC(=C(C=C3)Cl)C(F)(F)F. Cell line: HOP-62. Synergy scores: CSS=11.6, Synergy_ZIP=-3.66, Synergy_Bliss=0.962, Synergy_Loewe=-5.46, Synergy_HSA=-1.26. (5) Drug 1: CCCCCOC(=O)NC1=NC(=O)N(C=C1F)C2C(C(C(O2)C)O)O. Drug 2: C1CN1C2=NC(=NC(=N2)N3CC3)N4CC4. Cell line: A498. Synergy scores: CSS=27.2, Synergy_ZIP=-8.06, Synergy_Bliss=0.154, Synergy_Loewe=-27.0, Synergy_HSA=-2.14. (6) Synergy scores: CSS=0.843, Synergy_ZIP=9.90, Synergy_Bliss=12.5, Synergy_Loewe=5.45, Synergy_HSA=5.95. Drug 1: CC12CCC3C(C1CCC2NC(=O)OCC(F)(F)F)CCC4C3(C=CC(=O)N4C)C. Drug 2: CC1(CCCN1)C2=NC3=C(C=CC=C3N2)C(=O)N. Cell line: SK-OV-3. (7) Drug 1: C1CC(C1)(C(=O)O)C(=O)O.[NH2-].[NH2-].[Pt+2]. Drug 2: C1CC(=O)NC(=O)C1N2C(=O)C3=CC=CC=C3C2=O. Cell line: OVCAR-5. Synergy scores: CSS=5.60, Synergy_ZIP=-2.87, Synergy_Bliss=2.05, Synergy_Loewe=-7.35, Synergy_HSA=2.71. (8) Cell line: BT-549. Drug 2: C(CCl)NC(=O)N(CCCl)N=O. Drug 1: COC1=C(C=C2C(=C1)N=CN=C2NC3=CC(=C(C=C3)F)Cl)OCCCN4CCOCC4. Synergy scores: CSS=26.9, Synergy_ZIP=2.57, Synergy_Bliss=6.70, Synergy_Loewe=-6.98, Synergy_HSA=5.90. (9) Drug 1: CC1CCC2CC(C(=CC=CC=CC(CC(C(=O)C(C(C(=CC(C(=O)CC(OC(=O)C3CCCCN3C(=O)C(=O)C1(O2)O)C(C)CC4CCC(C(C4)OC)OCCO)C)C)O)OC)C)C)C)OC. Drug 2: CC1CCCC2(C(O2)CC(NC(=O)CC(C(C(=O)C(C1O)C)(C)C)O)C(=CC3=CSC(=N3)C)C)C. Cell line: SF-295. Synergy scores: CSS=41.4, Synergy_ZIP=-1.84, Synergy_Bliss=-3.71, Synergy_Loewe=-9.83, Synergy_HSA=-0.960. (10) Drug 1: CC1=C(N=C(N=C1N)C(CC(=O)N)NCC(C(=O)N)N)C(=O)NC(C(C2=CN=CN2)OC3C(C(C(C(O3)CO)O)O)OC4C(C(C(C(O4)CO)O)OC(=O)N)O)C(=O)NC(C)C(C(C)C(=O)NC(C(C)O)C(=O)NCCC5=NC(=CS5)C6=NC(=CS6)C(=O)NCCC[S+](C)C)O. Drug 2: C1=CC=C(C(=C1)C(C2=CC=C(C=C2)Cl)C(Cl)Cl)Cl. Cell line: ACHN. Synergy scores: CSS=46.9, Synergy_ZIP=14.8, Synergy_Bliss=14.7, Synergy_Loewe=-32.7, Synergy_HSA=0.903.